This data is from Peptide-MHC class I binding affinity with 185,985 pairs from IEDB/IMGT. The task is: Regression. Given a peptide amino acid sequence and an MHC pseudo amino acid sequence, predict their binding affinity value. This is MHC class I binding data. (1) The peptide sequence is RIEQLYPFA. The MHC is HLA-A02:01 with pseudo-sequence HLA-A02:01. The binding affinity (normalized) is 0.0847. (2) The peptide sequence is NSPENDDGSQL. The MHC is Mamu-A01 with pseudo-sequence Mamu-A01. The binding affinity (normalized) is 1.00. (3) The peptide sequence is REFYLRVGF. The MHC is HLA-A11:01 with pseudo-sequence HLA-A11:01. The binding affinity (normalized) is 0.0847. (4) The binding affinity (normalized) is 0.0847. The MHC is HLA-A69:01 with pseudo-sequence HLA-A69:01. The peptide sequence is FHSRFVQAL. (5) The peptide sequence is FRNQVKIRR. The MHC is HLA-B46:01 with pseudo-sequence HLA-B46:01. The binding affinity (normalized) is 0.0847. (6) The binding affinity (normalized) is 0.333. The peptide sequence is VNNAEPGKR. The MHC is HLA-A03:01 with pseudo-sequence HLA-A03:01. (7) The peptide sequence is AENLVVTVY. The MHC is Mamu-A11 with pseudo-sequence Mamu-A11. The binding affinity (normalized) is 0.104. (8) The peptide sequence is SLYNTVATL. The MHC is HLA-A02:06 with pseudo-sequence HLA-A02:06. The binding affinity (normalized) is 0.343. (9) The peptide sequence is ATYGIIVPV. The MHC is HLA-A02:06 with pseudo-sequence HLA-A02:06. The binding affinity (normalized) is 0.851.